Dataset: Forward reaction prediction with 1.9M reactions from USPTO patents (1976-2016). Task: Predict the product of the given reaction. (1) The product is: [N+:11]([CH2:14][CH2:15][C:6]1[C:5]2[C:9](=[CH:10][C:2]([F:1])=[CH:3][CH:4]=2)[NH:8][CH:7]=1)([O-:13])=[O:12]. Given the reactants [F:1][C:2]1[CH:10]=[C:9]2[C:5]([CH:6]=[CH:7][NH:8]2)=[CH:4][CH:3]=1.[N+:11]([CH:14]=[CH2:15])([O-:13])=[O:12], predict the reaction product. (2) The product is: [CH:1]1([C@@:4]23[C@:15]([CH2:17][CH2:18][C:19]4[CH:24]=[CH:23][CH:22]=[CH:21][C:20]=4[CH:25]([OH:30])[C:26]([O:28][CH3:29])=[O:27])([OH:16])[CH2:14][CH2:13][C:12]2=[CH:11][C:10]2[N:9]([C:31]4[CH:36]=[CH:35][C:34]([F:37])=[CH:33][CH:32]=4)[N:8]=[CH:7][C:6]=2[CH2:5]3)[CH2:2][CH2:3]1. Given the reactants [CH:1]1([C@@:4]23[C@@:15]([C:17]#[C:18][C:19]4[CH:24]=[CH:23][CH:22]=[CH:21][C:20]=4[CH:25]([OH:30])[C:26]([O:28][CH3:29])=[O:27])([OH:16])[CH2:14][CH2:13][C:12]2=[CH:11][C:10]2[N:9]([C:31]4[CH:36]=[CH:35][C:34]([F:37])=[CH:33][CH:32]=4)[N:8]=[CH:7][C:6]=2[CH2:5]3)[CH2:3][CH2:2]1, predict the reaction product. (3) Given the reactants [CH2:1]1[C:5]2=[CH:6][N:7]([C:15]([C:17]3[CH:22]=[CH:21][C:20]([C:23]4[CH2:28][CH2:27][CH2:26][C:25](=[O:29])[C:24]=4[CH3:30])=[C:19]([CH3:31])[CH:18]=3)=[O:16])[C:8]3[CH:14]=[CH:13][CH:12]=[CH:11][C:9]=3[CH2:10][N:4]2[CH:3]=[CH:2]1.B.O1CCCC1, predict the reaction product. The product is: [CH:1]1[CH:2]=[CH:3][N:4]2[CH2:10][C:9]3[CH:11]=[CH:12][CH:13]=[CH:14][C:8]=3[N:7]([C:15]([C:17]3[CH:22]=[CH:21][C:20]([C:23]4[CH2:28][CH2:27][CH2:26][C@@H:25]([OH:29])[C:24]=4[CH3:30])=[C:19]([CH3:31])[CH:18]=3)=[O:16])[CH2:6][C:5]=12. (4) Given the reactants [Cl:1][C:2]1[CH:3]=[C:4]([CH:9]([CH:16]([OH:26])[C:17]2[CH:22]=[CH:21][CH:20]=[CH:19][C:18]=2[S:23]([CH3:25])=[O:24])[CH2:10][N:11](C)[C:12](=O)[O-])[CH:5]=[CH:6][C:7]=1[Cl:8].C(O)(C(F)(F)F)=O, predict the reaction product. The product is: [Cl:1][C:2]1[CH:3]=[C:4]([C@@H:9]([CH2:10][NH:11][CH3:12])[C@@H:16]([C:17]2[CH:22]=[CH:21][CH:20]=[CH:19][C:18]=2[S:23]([CH3:25])=[O:24])[OH:26])[CH:5]=[CH:6][C:7]=1[Cl:8]. (5) Given the reactants [CH2:1]([C@:3]1([CH3:23])[O:7][C:6](=S)[C:5]([O:9][CH:10]([CH3:12])[CH3:11])=[C:4]1[C:13]1[CH:18]=[CH:17][C:16]([S:19]([CH3:22])(=[O:21])=[O:20])=[CH:15][CH:14]=1)[CH3:2].[OH:24][CH2:25][CH:26]([CH2:28][OH:29])[OH:27].C(N(CC)CC)C, predict the reaction product. The product is: [CH2:1]([C@@:3]1([CH3:23])[C:4]([C:13]2[CH:18]=[CH:17][C:16]([S:19]([CH3:22])(=[O:21])=[O:20])=[CH:15][CH:14]=2)=[C:5]([O:9][CH:10]([CH3:12])[CH3:11])[C:6]2([O:27][CH:26]([CH2:28][OH:29])[CH2:25][O:24]2)[O:7]1)[CH3:2]. (6) Given the reactants [C:1]1([C:7]2[CH:8]=[N:9][CH:10]=[CH:11][CH:12]=2)[CH:6]=[CH:5][CH:4]=[CH:3][CH:2]=1.[OH:13]O, predict the reaction product. The product is: [C:1]1([C:7]2[CH:8]=[N+:9]([O-:13])[CH:10]=[CH:11][CH:12]=2)[CH:2]=[CH:3][CH:4]=[CH:5][CH:6]=1. (7) Given the reactants [NH2:1][C:2]1[CH:3]=[N:4][CH:5]=[CH:6][C:7]=1[C@H:8]1[CH2:13][C@@H:12]([NH:14][C:15](=[O:21])[O:16][C:17]([CH3:20])([CH3:19])[CH3:18])[C@@:11]([OH:23])([CH3:22])[C@@H:10]([CH3:24])[CH2:9]1.[C:25](N1C=CN=C1)(N1C=CN=C1)=[S:26], predict the reaction product. The product is: [OH:23][C@:11]1([CH3:22])[C@@H:10]([CH3:24])[CH2:9][C@@H:8]([C:7]2[CH:6]=[CH:5][N:4]=[CH:3][C:2]=2[N:1]=[C:25]=[S:26])[CH2:13][C@H:12]1[NH:14][C:15](=[O:21])[O:16][C:17]([CH3:18])([CH3:19])[CH3:20].